This data is from Full USPTO retrosynthesis dataset with 1.9M reactions from patents (1976-2016). The task is: Predict the reactants needed to synthesize the given product. (1) The reactants are: [Cl:1][C:2]1[C:11]2[NH:10][C:9](=[O:12])[C:8]3[S:13][CH:14]=[CH:15][C:7]=3[C:6]=2[C:5]([C:16]2[CH:21]=[CH:20][C:19]([C:22]([NH:25]C(=O)OC(C)(C)C)([CH3:24])[CH3:23])=[CH:18][CH:17]=2)=[C:4]([O:33]C)[CH:3]=1.BrB(Br)Br. Given the product [ClH:1].[NH2:25][C:22]([C:19]1[CH:18]=[CH:17][C:16]([C:5]2[C:6]3[C:7]4[CH:15]=[CH:14][S:13][C:8]=4[C:9](=[O:12])[NH:10][C:11]=3[C:2]([Cl:1])=[CH:3][C:4]=2[OH:33])=[CH:21][CH:20]=1)([CH3:24])[CH3:23], predict the reactants needed to synthesize it. (2) Given the product [Br:1][C:2]1[C:7]([CH3:8])=[CH:6][C:5]([O:9][CH2:17][CH2:16][N:11]2[CH2:15][CH2:14][CH2:13][CH2:12]2)=[CH:4][C:3]=1[CH3:10], predict the reactants needed to synthesize it. The reactants are: [Br:1][C:2]1[C:7]([CH3:8])=[CH:6][C:5]([OH:9])=[CH:4][C:3]=1[CH3:10].[N:11]1([CH2:16][CH2:17]O)[CH2:15][CH2:14][CH2:13][CH2:12]1.C1C=CC(P(C2C=CC=CC=2)C2C=CC=CC=2)=CC=1.CCOC(/N=N/C(OCC)=O)=O. (3) Given the product [CH3:20][C:19]([CH3:22])([CH3:21])[C:18]([O:1][C:2]1[CH:7]=[CH:6][C:5]([C:8]2[O:9][C:10]3[CH:16]=[CH:15][C:14]([O:17][C:18](=[O:23])[C:19]([CH3:22])([CH3:21])[CH3:20])=[CH:13][C:11]=3[CH:12]=2)=[CH:4][CH:3]=1)=[O:23], predict the reactants needed to synthesize it. The reactants are: [OH:1][C:2]1[CH:7]=[CH:6][C:5]([C:8]2[O:9][C:10]3[CH:16]=[CH:15][C:14]([OH:17])=[CH:13][C:11]=3[CH:12]=2)=[CH:4][CH:3]=1.[C:18](Cl)(=[O:23])[C:19]([CH3:22])([CH3:21])[CH3:20]. (4) The reactants are: [Cl:1][C:2]1[N:3]=[C:4](Cl)[C:5]2[S:10][CH2:9][CH2:8][C:6]=2[N:7]=1.[NH2:12][C:13]1[CH:14]=[C:15]([CH:19]=[CH:20][CH:21]=1)[C:16]([OH:18])=[O:17].C(N(C(C)C)CC)(C)C.Cl. Given the product [Cl:1][C:2]1[N:3]=[C:4]([NH:12][C:13]2[CH:14]=[C:15]([CH:19]=[CH:20][CH:21]=2)[C:16]([OH:18])=[O:17])[C:5]2[S:10][CH2:9][CH2:8][C:6]=2[N:7]=1, predict the reactants needed to synthesize it. (5) Given the product [F:11][CH:12]([F:23])[O:13][C:14]1[CH:19]=[C:18]([C:2]2[CH:8]=[C:7]([F:9])[C:5]([NH2:6])=[C:4]([F:10])[CH:3]=2)[CH:17]=[CH:16][CH:15]=1, predict the reactants needed to synthesize it. The reactants are: Br[C:2]1[CH:8]=[C:7]([F:9])[C:5]([NH2:6])=[C:4]([F:10])[CH:3]=1.[F:11][CH:12]([F:23])[O:13][C:14]1[CH:15]=[C:16](B(O)O)[CH:17]=[CH:18][CH:19]=1. (6) Given the product [CH:3]1([C:8]2[N:13]=[CH:12][C:11]([NH:14][C:15]3[N:25]=[CH:24][C:23]([F:26])=[CH:22][C:16]=3[C:17]([OH:19])=[O:18])=[CH:10][CH:9]=2)[CH2:4][CH2:5][CH2:6][CH2:7]1, predict the reactants needed to synthesize it. The reactants are: [OH-].[Li+].[CH:3]1([C:8]2[N:13]=[CH:12][C:11]([NH:14][C:15]3[N:25]=[CH:24][C:23]([F:26])=[CH:22][C:16]=3[C:17]([O:19]CC)=[O:18])=[CH:10][CH:9]=2)[CH2:7][CH2:6][CH2:5][CH2:4]1.